Predict hERG channel inhibition at various concentrations. From a dataset of hERG Central: cardiac toxicity at 1µM, 10µM, and general inhibition. (1) The molecule is CC1CCN(CC(C)CNC(=O)c2cc(-c3ccccn3)nc3ccccc23)CC1. Results: hERG_inhib (hERG inhibition (general)): blocker. (2) The compound is CCCn1c(=NC(=O)c2ccco2)c(C(=O)OCC)cc2c(=O)n3ccccc3nc21. Results: hERG_inhib (hERG inhibition (general)): blocker.